Dataset: Forward reaction prediction with 1.9M reactions from USPTO patents (1976-2016). Task: Predict the product of the given reaction. Given the reactants [C:1](N1C=CN=C1)(N1C=CN=C1)=[O:2].[CH3:13][O:14][C:15]1[CH:58]=[C:57]([O:59][CH3:60])[CH:56]=[CH:55][C:16]=1[CH2:17][NH:18][C:19]1[C:20]2[N:21]([C:25]([C@H:47]3[CH2:52][CH2:51][C@@H:50]([CH2:53][OH:54])[NH:49][CH2:48]3)=[N:26][C:27]=2[C:28]2[CH:46]=[CH:45][C:31]([C:32]([NH:34][C:35]3[CH:40]=[C:39]([C:41]([F:44])([F:43])[F:42])[CH:38]=[CH:37][N:36]=3)=[O:33])=[CH:30][CH:29]=2)[CH:22]=[CH:23][N:24]=1, predict the reaction product. The product is: [CH3:13][O:14][C:15]1[CH:58]=[C:57]([O:59][CH3:60])[CH:56]=[CH:55][C:16]=1[CH2:17][NH:18][C:19]1[C:20]2[N:21]([C:25]([C@@H:47]3[CH2:48][N:49]4[C:1](=[O:2])[O:54][CH2:53][C@@H:50]4[CH2:51][CH2:52]3)=[N:26][C:27]=2[C:28]2[CH:29]=[CH:30][C:31]([C:32]([NH:34][C:35]3[CH:40]=[C:39]([C:41]([F:43])([F:44])[F:42])[CH:38]=[CH:37][N:36]=3)=[O:33])=[CH:45][CH:46]=2)[CH:22]=[CH:23][N:24]=1.